The task is: Predict the reactants needed to synthesize the given product.. This data is from Full USPTO retrosynthesis dataset with 1.9M reactions from patents (1976-2016). Given the product [NH:12]1[C:13]2[C:18](=[CH:17][CH:16]=[CH:15][CH:14]=2)[C:10]([C:8](=[O:9])[CH:32]([NH:31][C:30]2[CH:42]=[CH:43][CH:44]=[C:28]([O:27][CH3:26])[CH:29]=2)[C:33]2[CH:41]=[C:36]3[CH:37]=[CH:38][CH:39]=[CH:40][N:35]3[N:34]=2)=[CH:11]1, predict the reactants needed to synthesize it. The reactants are: C(N(CC)CC)C.[CH:8]([C:10]1[C:18]2[C:13](=[CH:14][CH:15]=[CH:16][CH:17]=2)[N:12](C(OC(C)(C)C)=O)[CH:11]=1)=[O:9].[CH3:26][O:27][C:28]1[CH:29]=[C:30]([CH:42]=[CH:43][CH:44]=1)[N:31]=[CH:32][C:33]1[CH:41]=[C:36]2[CH:37]=[CH:38][CH:39]=[CH:40][N:35]2[N:34]=1.